From a dataset of Catalyst prediction with 721,799 reactions and 888 catalyst types from USPTO. Predict which catalyst facilitates the given reaction. (1) Reactant: [CH2:1]([O:8][C:9]([NH:11][CH2:12][C:13](=[O:20])[CH2:14][C:15]([O:17][CH2:18][CH3:19])=[O:16])=[O:10])[C:2]1[CH:7]=[CH:6][CH:5]=[CH:4][CH:3]=1.[N:21]([O-])=[O:22].[Na+].O. Product: [CH2:1]([O:8][C:9]([NH:11][CH2:12][C:13](=[O:20])[C:14](=[N:21][OH:22])[C:15]([O:17][CH2:18][CH3:19])=[O:16])=[O:10])[C:2]1[CH:7]=[CH:6][CH:5]=[CH:4][CH:3]=1. The catalyst class is: 15. (2) Reactant: [NH2:1][C:2]1[O:6][CH:5]([C:7]2[C:12]([F:13])=[CH:11][CH:10]=[CH:9][C:8]=2[F:14])[C:4](=[O:15])[C:3]=1[OH:16].C(N(CC)CC)C.[C:24]1([CH2:30][S:31](Cl)(=[O:33])=[O:32])[CH:29]=[CH:28][CH:27]=[CH:26][CH:25]=1.[Cl-].[NH4+]. The catalyst class is: 1. Product: [F:14][C:8]1[CH:9]=[CH:10][CH:11]=[C:12]([F:13])[C:7]=1[CH:5]1[C:4](=[O:15])[C:3]([O:16][S:31]([CH2:30][C:24]2[CH:29]=[CH:28][CH:27]=[CH:26][CH:25]=2)(=[O:33])=[O:32])=[C:2]([NH2:1])[O:6]1.